This data is from NCI-60 drug combinations with 297,098 pairs across 59 cell lines. The task is: Regression. Given two drug SMILES strings and cell line genomic features, predict the synergy score measuring deviation from expected non-interaction effect. (1) Drug 1: CC1=C2C(C(=O)C3(C(CC4C(C3C(C(C2(C)C)(CC1OC(=O)C(C(C5=CC=CC=C5)NC(=O)OC(C)(C)C)O)O)OC(=O)C6=CC=CC=C6)(CO4)OC(=O)C)O)C)O. Cell line: TK-10. Drug 2: CNC(=O)C1=NC=CC(=C1)OC2=CC=C(C=C2)NC(=O)NC3=CC(=C(C=C3)Cl)C(F)(F)F. Synergy scores: CSS=-6.41, Synergy_ZIP=12.7, Synergy_Bliss=12.2, Synergy_Loewe=-0.417, Synergy_HSA=-0.416. (2) Drug 2: CC1C(C(CC(O1)OC2CC(CC3=C2C(=C4C(=C3O)C(=O)C5=C(C4=O)C(=CC=C5)OC)O)(C(=O)C)O)N)O.Cl. Synergy scores: CSS=57.8, Synergy_ZIP=-4.40, Synergy_Bliss=-2.09, Synergy_Loewe=-1.64, Synergy_HSA=1.25. Drug 1: COC1=CC(=CC(=C1O)OC)C2C3C(COC3=O)C(C4=CC5=C(C=C24)OCO5)OC6C(C(C7C(O6)COC(O7)C8=CC=CS8)O)O. Cell line: NCIH23. (3) Drug 1: CC1=CC2C(CCC3(C2CCC3(C(=O)C)OC(=O)C)C)C4(C1=CC(=O)CC4)C. Drug 2: CCC1(CC2CC(C3=C(CCN(C2)C1)C4=CC=CC=C4N3)(C5=C(C=C6C(=C5)C78CCN9C7C(C=CC9)(C(C(C8N6C=O)(C(=O)OC)O)OC(=O)C)CC)OC)C(=O)OC)O.OS(=O)(=O)O. Cell line: UO-31. Synergy scores: CSS=5.67, Synergy_ZIP=-2.48, Synergy_Bliss=-1.74, Synergy_Loewe=3.12, Synergy_HSA=-0.219. (4) Cell line: HOP-62. Drug 2: CC12CCC3C(C1CCC2OP(=O)(O)O)CCC4=C3C=CC(=C4)OC(=O)N(CCCl)CCCl.[Na+]. Synergy scores: CSS=2.31, Synergy_ZIP=3.97, Synergy_Bliss=4.81, Synergy_Loewe=-7.93, Synergy_HSA=-10.1. Drug 1: CN1C(=O)N2C=NC(=C2N=N1)C(=O)N. (5) Drug 1: CNC(=O)C1=CC=CC=C1SC2=CC3=C(C=C2)C(=NN3)C=CC4=CC=CC=N4. Drug 2: C(CCl)NC(=O)N(CCCl)N=O. Cell line: OVCAR-4. Synergy scores: CSS=0.00950, Synergy_ZIP=-0.0776, Synergy_Bliss=-0.662, Synergy_Loewe=-4.39, Synergy_HSA=-3.25. (6) Drug 1: CS(=O)(=O)OCCCCOS(=O)(=O)C. Cell line: RPMI-8226. Drug 2: CC1C(C(CC(O1)OC2CC(CC3=C2C(=C4C(=C3O)C(=O)C5=C(C4=O)C(=CC=C5)OC)O)(C(=O)CO)O)N)O.Cl. Synergy scores: CSS=31.6, Synergy_ZIP=-4.08, Synergy_Bliss=-8.33, Synergy_Loewe=-30.5, Synergy_HSA=-5.81. (7) Drug 1: CC1OCC2C(O1)C(C(C(O2)OC3C4COC(=O)C4C(C5=CC6=C(C=C35)OCO6)C7=CC(=C(C(=C7)OC)O)OC)O)O. Drug 2: C1=NC2=C(N1)C(=S)N=CN2. Cell line: UACC62. Synergy scores: CSS=29.6, Synergy_ZIP=-11.6, Synergy_Bliss=-15.1, Synergy_Loewe=-15.2, Synergy_HSA=-12.4.